Dataset: Forward reaction prediction with 1.9M reactions from USPTO patents (1976-2016). Task: Predict the product of the given reaction. (1) Given the reactants CC1C=CC(S(O[CH2:12][CH2:13][N:14]2[CH:18]=[C:17]([I:19])[CH:16]=[C:15]2[CH2:20][OH:21])(=O)=O)=CC=1.[H-].[Na+], predict the reaction product. The product is: [I:19][C:17]1[CH:16]=[C:15]2[N:14]([CH:18]=1)[CH2:13][CH2:12][O:21][CH2:20]2. (2) Given the reactants ClC1C=CC([C@@H]2CCN(C(OC(C)(C)C)=O)C[C@H]2C(OC)=O)=CC=1.[Cl:25][C:26]1[CH:31]=[CH:30][C:29]([C@@H:32]2[CH2:41][CH2:40][C:35]3([O:39][CH2:38][CH2:37][O:36]3)[CH2:34][C@H:33]2[C:42](OC)=[O:43])=[CH:28][CH:27]=1, predict the reaction product. The product is: [Cl:25][C:26]1[CH:31]=[CH:30][C:29]([C@@H:32]2[CH2:41][CH2:40][C:35]3([O:36][CH2:37][CH2:38][O:39]3)[CH2:34][C@H:33]2[CH2:42][OH:43])=[CH:28][CH:27]=1. (3) Given the reactants [Si:1]([O:8][C:9]1[C:17]2[N:16]=[C:15]([CH:18]([F:20])[F:19])[NH:14][C:13]=2[CH:12]=[CH:11][CH:10]=1)([C:4]([CH3:7])([CH3:6])[CH3:5])([CH3:3])[CH3:2].[Cl:21][C:22]1[N:27]=[C:26](Cl)[N:25]=[C:24]([N:29]2[CH2:34][CH2:33][O:32][CH2:31][CH2:30]2)[N:23]=1, predict the reaction product. The product is: [Si:1]([O:8][C:9]1[C:17]2[N:16]=[C:15]([CH:18]([F:19])[F:20])[N:14]([C:26]3[N:27]=[C:22]([Cl:21])[N:23]=[C:24]([N:29]4[CH2:30][CH2:31][O:32][CH2:33][CH2:34]4)[N:25]=3)[C:13]=2[CH:12]=[CH:11][CH:10]=1)([C:4]([CH3:7])([CH3:5])[CH3:6])([CH3:3])[CH3:2]. (4) The product is: [C:12]([O:16][C:17]([N:19]1[CH2:24][CH2:23][CH:22]([N:25]([CH2:26][C:27]2[S:31][C:30]([Cl:32])=[N:29][C:28]=2[Cl:33])[CH2:1][C:2]([OH:3])([CH3:5])[CH3:4])[CH2:21][CH2:20]1)=[O:18])([CH3:15])([CH3:13])[CH3:14]. Given the reactants [CH3:1][C:2]1([CH3:5])[CH2:4][O:3]1.Cl([O-])(=O)(=O)=O.[Li+].[C:12]([O:16][C:17]([N:19]1[CH2:24][CH2:23][CH:22]([NH:25][CH2:26][C:27]2[S:31][C:30]([Cl:32])=[N:29][C:28]=2[Cl:33])[CH2:21][CH2:20]1)=[O:18])([CH3:15])([CH3:14])[CH3:13].C(=O)(O)[O-].[Na+], predict the reaction product. (5) Given the reactants Cl[C:2]1[C:7]([C:8]2[CH:13]=[C:12]([N:14]3[C:18]4[CH:19]=[CH:20][C:21]([C:23]([OH:26])([CH3:25])[CH3:24])=[CH:22][C:17]=4[N:16]=[CH:15]3)[CH:11]=[CH:10][N:9]=2)=[CH:6][CH:5]=[CH:4][N:3]=1.FC1C=NC=CC=1C1C=C(N2C3C=CC([C:49]([OH:52])(C)C)=CC=3N=C2)C=CN=1.OC(C1C=CC2N(C3C=CN=C(C4C=CN=CC=4C#N)C=3)C=NC=2C=1)(C)C, predict the reaction product. The product is: [CH3:49][O:52][C:2]1[C:7]([C:8]2[CH:13]=[C:12]([N:14]3[C:18]4[CH:19]=[CH:20][C:21]([C:23]([OH:26])([CH3:25])[CH3:24])=[CH:22][C:17]=4[N:16]=[CH:15]3)[CH:11]=[CH:10][N:9]=2)=[CH:6][CH:5]=[CH:4][N:3]=1. (6) Given the reactants [F:1][C:2]1[CH:7]=[CH:6][CH:5]=[C:4]([F:8])[C:3]=1[N:9]1[C:14]2[N:15]=[C:16](S(C)=O)[N:17]=[C:18]([C:19]3[CH:20]=[C:21]([CH:32]=[CH:33][C:34]=3[CH3:35])[C:22]([NH:24][C:25]3[CH:30]=[CH:29][C:28]([F:31])=[CH:27][CH:26]=3)=[O:23])[C:13]=2[CH2:12][NH:11][C:10]1=[O:39].[CH2:40]([N:42]([CH2:47][CH3:48])[CH2:43][CH2:44][CH2:45][NH2:46])[CH3:41], predict the reaction product. The product is: [CH2:40]([N:42]([CH2:47][CH3:48])[CH2:43][CH2:44][CH2:45][NH:46][C:16]1[N:17]=[C:18]([C:19]2[CH:20]=[C:21]([CH:32]=[CH:33][C:34]=2[CH3:35])[C:22]([NH:24][C:25]2[CH:30]=[CH:29][C:28]([F:31])=[CH:27][CH:26]=2)=[O:23])[C:13]2[CH2:12][NH:11][C:10](=[O:39])[N:9]([C:3]3[C:2]([F:1])=[CH:7][CH:6]=[CH:5][C:4]=3[F:8])[C:14]=2[N:15]=1)[CH3:41].